Dataset: Full USPTO retrosynthesis dataset with 1.9M reactions from patents (1976-2016). Task: Predict the reactants needed to synthesize the given product. (1) The reactants are: [CH3:1][N:2]([CH3:20])[C:3]1[CH:8]=[CH:7][C:6]([CH2:9][NH:10][C:11]2[CH:16]=[CH:15][C:14]([CH2:17][CH2:18][CH3:19])=[CH:13][CH:12]=2)=[CH:5][CH:4]=1.[CH:21]([C:24]1[CH:29]=[CH:28][CH:27]=[C:26]([CH:30]([CH3:32])[CH3:31])[C:25]=1[N:33]=[C:34]=[O:35])([CH3:23])[CH3:22]. Given the product [CH:21]([C:24]1[CH:29]=[CH:28][CH:27]=[C:26]([CH:30]([CH3:31])[CH3:32])[C:25]=1[NH:33][C:34](=[O:35])[N:10]([CH2:9][C:6]1[CH:5]=[CH:4][C:3]([N:2]([CH3:20])[CH3:1])=[CH:8][CH:7]=1)[C:11]1[CH:16]=[CH:15][C:14]([CH2:17][CH2:18][CH3:19])=[CH:13][CH:12]=1)([CH3:22])[CH3:23], predict the reactants needed to synthesize it. (2) Given the product [CH2:18]([O:12][C:11](=[O:13])[CH:10]=[CH:9][C:4]1[CH:5]=[CH:6][C:7]([OH:8])=[C:2]([OH:1])[CH:3]=1)[CH2:19][CH3:20], predict the reactants needed to synthesize it. The reactants are: [OH:1][C:2]1[CH:3]=[C:4]([CH:9]=[CH:10][C:11]([OH:13])=[O:12])[CH:5]=[CH:6][C:7]=1[OH:8].S(Cl)(Cl)=O.[CH2:18](O)[CH2:19][CH3:20]. (3) Given the product [CH:57]1([N:60]2[CH:65]3[CH2:66][CH2:67][CH2:68][CH:61]2[CH2:62][CH:63]([NH:69][C:16]([C:12]2[N:8]4[CH:9]=[CH:10][CH:11]=[C:6]([O:5][CH2:4][C:3]5[C:2]([F:1])=[CH:22][CH:21]=[CH:20][C:19]=5[F:23])[C:7]4=[N:14][C:13]=2[CH3:15])=[O:18])[CH2:64]3)[CH2:59][CH2:58]1, predict the reactants needed to synthesize it. The reactants are: [F:1][C:2]1[CH:22]=[CH:21][CH:20]=[C:19]([F:23])[C:3]=1[CH2:4][O:5][C:6]1[C:7]2[N:8]([C:12]([C:16]([OH:18])=O)=[C:13]([CH3:15])[N:14]=2)[CH:9]=[CH:10][CH:11]=1.CN(C(ON1N=NC2C=CC=NC1=2)=[N+](C)C)C.F[P-](F)(F)(F)(F)F.C(N(CC)C(C)C)(C)C.[CH:57]1([N:60]2[CH:65]3[CH2:66][CH2:67][CH2:68][CH:61]2[CH2:62][CH:63]([NH2:69])[CH2:64]3)[CH2:59][CH2:58]1. (4) Given the product [Br:1][C:2]1[CH:7]=[CH:6][N:5]2[N:8]=[C:9]([C:17]3[CH:22]=[CH:21][C:20]([O:23][CH3:24])=[CH:19][CH:18]=3)[C:10]([C:11]3[N:15]([CH2:26][CH2:27][Cl:28])[C:14](=[O:16])[O:13][N:12]=3)=[C:4]2[CH:3]=1, predict the reactants needed to synthesize it. The reactants are: [Br:1][C:2]1[CH:7]=[CH:6][N:5]2[N:8]=[C:9]([C:17]3[CH:22]=[CH:21][C:20]([O:23][CH3:24])=[CH:19][CH:18]=3)[C:10]([C:11]3[NH:15][C:14](=[O:16])[O:13][N:12]=3)=[C:4]2[CH:3]=1.Br[CH2:26][CH2:27][Cl:28].N12CCCN=C1CCCCC2. (5) Given the product [Cl:3][CH2:4][C:5]1[N:6]=[C:10]([NH2:11])[CH:9]=[CH:12][N:7]=1, predict the reactants needed to synthesize it. The reactants are: Cl.Cl.[Cl:3][CH2:4][C:5](=[NH:7])[NH2:6].Cl[C:9](=[CH2:12])[C:10]#[N:11].C(N(CC)CC)C. (6) Given the product [Br:7][C:8]1[CH:13]=[CH:12][CH:11]=[C:10]([C:14]#[CH:15])[CH:9]=1, predict the reactants needed to synthesize it. The reactants are: C([O-])([O-])=O.[K+].[K+].[Br:7][C:8]1[CH:9]=[C:10]([C:14]#[C:15][Si](C)(C)C)[CH:11]=[CH:12][CH:13]=1. (7) Given the product [Cl:1]/[C:2](/[C:12]([F:15])([F:14])[F:13])=[CH:3]\[CH:4]1[CH:6]([C:7]([O:30][CH2:29][C:25]2[CH:26]=[CH:27][CH:28]=[C:23]([O:16][C:17]3[CH:22]=[CH:21][CH:20]=[CH:19][CH:18]=3)[CH:24]=2)=[O:8])[C:5]1([CH3:11])[CH3:10], predict the reactants needed to synthesize it. The reactants are: [Cl:1]/[C:2](/[C:12]([F:15])([F:14])[F:13])=[CH:3]\[CH:4]1[CH:6]([C:7](Cl)=[O:8])[C:5]1([CH3:11])[CH3:10].[O:16]([C:23]1[CH:24]=[C:25]([CH2:29][OH:30])[CH:26]=[CH:27][CH:28]=1)[C:17]1[CH:22]=[CH:21][CH:20]=[CH:19][CH:18]=1.N1C=CC=CC=1. (8) Given the product [CH3:1][O:2][C:3](=[O:25])[CH:4]([O:22][CH2:23][CH3:24])[CH2:5][C:6]1[CH:11]=[CH:10][CH:9]=[C:8]([CH2:12][CH2:13][N:14]([CH2:15][CH2:16][CH2:17][CH2:18][CH2:19][CH2:20][CH3:21])[C:35]([NH:34][C:28]2[CH:29]=[CH:30][C:31]([CH3:37])=[CH:32][CH:27]=2)=[O:36])[CH:7]=1, predict the reactants needed to synthesize it. The reactants are: [CH3:1][O:2][C:3](=[O:25])[CH:4]([O:22][CH2:23][CH3:24])[CH2:5][C:6]1[CH:11]=[CH:10][CH:9]=[C:8]([CH2:12][CH2:13][NH:14][CH2:15][CH2:16][CH2:17][CH2:18][CH2:19][CH2:20][CH3:21])[CH:7]=1.F[C:27]1[CH:32]=[C:31](F)[CH:30]=[CH:29][C:28]=1[N:34]=[C:35]=[O:36].[CH:37](N(CC)C(C)C)(C)C.Cl. (9) Given the product [O:30]=[C:27]1[C:26]2[CH:31]=[CH:32][C:23]([CH2:22][CH2:21][N:15]3[CH2:20][CH2:19][N:18]([CH2:1][CH:3]4[CH2:12][CH2:11][CH2:10][C:9]5[CH:8]=[C:7]([C:13]#[N:14])[CH:6]=[CH:5][C:4]4=5)[CH2:17][CH2:16]3)=[CH:24][C:25]=2[CH2:29][O:28]1, predict the reactants needed to synthesize it. The reactants are: [CH:1]([CH:3]1[CH2:12][CH2:11][CH2:10][C:9]2[CH:8]=[C:7]([C:13]#[N:14])[CH:6]=[CH:5][C:4]1=2)=O.[N:15]1([CH2:21][CH2:22][C:23]2[CH:32]=[CH:31][C:26]3[C:27](=[O:30])[O:28][CH2:29][C:25]=3[CH:24]=2)[CH2:20][CH2:19][NH:18][CH2:17][CH2:16]1.C(O[BH-](OC(=O)C)OC(=O)C)(=O)C.[Na+]. (10) Given the product [C:34]([CH2:33][O:27][C:22]1[CH:23]=[CH:24][CH:25]=[CH:26][C:21]=1[C:17]1[CH:16]=[C:15]([F:28])[C:14]([CH:10]([O:11][CH2:12][CH3:13])[C:9]([NH:8][CH2:7][C:6]2[CH:5]=[CH:4][C:3]([C:1](=[NH:2])[NH:44][OH:45])=[CH:31][CH:30]=2)=[O:29])=[C:19]([F:20])[CH:18]=1)(=[O:35])[NH2:36], predict the reactants needed to synthesize it. The reactants are: [C:1]([C:3]1[CH:31]=[CH:30][C:6]([CH2:7][NH:8][C:9](=[O:29])[CH:10]([C:14]2[C:19]([F:20])=[CH:18][C:17]([C:21]3[CH:26]=[CH:25][CH:24]=[CH:23][C:22]=3[OH:27])=[CH:16][C:15]=2[F:28])[O:11][CH2:12][CH3:13])=[CH:5][CH:4]=1)#[N:2].I[CH2:33][C:34]([NH2:36])=[O:35].C(=O)([O-])[O-].[Cs+].[Cs+].Cl.[NH2:44][OH:45].